Predict the product of the given reaction. From a dataset of Forward reaction prediction with 1.9M reactions from USPTO patents (1976-2016). (1) Given the reactants [Cl:1][C:2]1[C:7]([O:8][CH3:9])=[CH:6][C:5]([O:10][CH3:11])=[C:4]([Cl:12])[C:3]=1[C:13]1[N:18]=[C:17]2[NH:19][N:20]=[C:21](I)[C:16]2=[CH:15][N:14]=1.[CH3:23][N:24]1[CH2:29][CH2:28][N:27]([C:30]2[CH:35]=[CH:34][C:33](B3OC(C)(C)C(C)(C)O3)=[CH:32][CH:31]=2)[CH2:26][CH2:25]1, predict the reaction product. The product is: [Cl:1][C:2]1[C:7]([O:8][CH3:9])=[CH:6][C:5]([O:10][CH3:11])=[C:4]([Cl:12])[C:3]=1[C:13]1[N:18]=[C:17]2[NH:19][N:20]=[C:21]([C:33]3[CH:32]=[CH:31][C:30]([N:27]4[CH2:28][CH2:29][N:24]([CH3:23])[CH2:25][CH2:26]4)=[CH:35][CH:34]=3)[C:16]2=[CH:15][N:14]=1. (2) Given the reactants Br[C:2]1[C:3](=[O:31])[N:4]([CH2:23][CH2:24][C:25]2[CH:30]=[CH:29][CH:28]=[CH:27][CH:26]=2)[C:5]([C:9]2[CH:14]=[CH:13][CH:12]=[CH:11][C:10]=2[O:15]CC2C=CC=CC=2)=[N:6][C:7]=1[CH3:8].[NH2:32][C:33]1[CH:38]=[CH:37][CH:36]=[CH:35][CH:34]=1.CC1(C)C2C(=C(P(C3C=CC=CC=3)C3C=CC=CC=3)C=CC=2)OC2C(P(C3C=CC=CC=3)C3C=CC=CC=3)=CC=CC1=2.C(=O)([O-])[O-].[Cs+].[Cs+], predict the reaction product. The product is: [OH:15][C:10]1[CH:11]=[CH:12][CH:13]=[CH:14][C:9]=1[C:5]1[N:4]([CH2:23][CH2:24][C:25]2[CH:30]=[CH:29][CH:28]=[CH:27][CH:26]=2)[C:3](=[O:31])[C:2]([NH:32][C:33]2[CH:38]=[CH:37][CH:36]=[CH:35][CH:34]=2)=[C:7]([CH3:8])[N:6]=1. (3) The product is: [CH2:1]([O:3][C:4]1[CH:5]=[C:6]([CH2:10][C:11]([OH:13])=[O:12])[CH:7]=[CH:8][CH:9]=1)[CH3:2]. Given the reactants [CH2:1]([O:3][C:4]1[CH:5]=[C:6]([CH2:10][C:11]([O:13]C)=[O:12])[CH:7]=[CH:8][CH:9]=1)[CH3:2].[OH-].[Na+].Cl, predict the reaction product. (4) Given the reactants [N:1]1([C:7]2[N:12]=[C:11]([N:13]3[CH2:18][CH2:17][O:16][CH2:15][CH2:14]3)[N:10]=[C:9]([C:19]3[CH:25]=[CH:24][C:22]([NH2:23])=[CH:21][CH:20]=3)[N:8]=2)[CH2:6][CH2:5][O:4][CH2:3][CH2:2]1.[N:26]1[CH:31]=[CH:30][CH:29]=[C:28]([N:32]=[C:33]=[O:34])[CH:27]=1, predict the reaction product. The product is: [N:1]1([C:7]2[N:12]=[C:11]([N:13]3[CH2:18][CH2:17][O:16][CH2:15][CH2:14]3)[N:10]=[C:9]([C:19]3[CH:25]=[CH:24][C:22]([NH:23][C:33]([NH:32][C:28]4[CH:27]=[N:26][CH:31]=[CH:30][CH:29]=4)=[O:34])=[CH:21][CH:20]=3)[N:8]=2)[CH2:2][CH2:3][O:4][CH2:5][CH2:6]1. (5) Given the reactants Br.[CH2:2]1[C:11]2[C:6](=[CH:7][C:8]([OH:13])=[C:9]([OH:12])[CH:10]=2)[CH2:5][CH2:4][NH:3]1.[O:14]=[C:15]1[NH:24][CH:23]=[CH:22][C:21]2[N:20]=[C:19]([C:25]3[CH:32]=[CH:31][C:28]([CH:29]=O)=[CH:27][CH:26]=3)[C:18]([C:33]3[CH:38]=[CH:37][CH:36]=[CH:35][CH:34]=3)=[CH:17][C:16]1=2.C(O[BH-](OC(=O)C)OC(=O)C)(=O)C.[Na+].FC(F)(F)C(O)=O, predict the reaction product. The product is: [OH:13][C:8]1[CH:7]=[C:6]2[C:11](=[CH:10][C:9]=1[OH:12])[CH2:2][N:3]([CH2:29][C:28]1[CH:27]=[CH:26][C:25]([C:19]3[C:18]([C:33]4[CH:34]=[CH:35][CH:36]=[CH:37][CH:38]=4)=[CH:17][C:16]4[C:15](=[O:14])[NH:24][CH:23]=[CH:22][C:21]=4[N:20]=3)=[CH:32][CH:31]=1)[CH2:4][CH2:5]2. (6) Given the reactants Cl[C:2]1[C:3]2[C:8]([N:9]=[C:10]3[C:15]=1[CH2:14][CH2:13][CH2:12][CH2:11]3)=[CH:7][CH:6]=[CH:5][CH:4]=2.[CH2:16]([O:23][C:24]1[CH:29]=[CH:28][C:27](B(O)O)=[CH:26][CH:25]=1)[C:17]1[CH:22]=[CH:21][CH:20]=[CH:19][CH:18]=1.C([O-])([O-])=O.[Na+].[Na+], predict the reaction product. The product is: [CH2:16]([O:23][C:24]1[CH:29]=[CH:28][C:27]([C:2]2[C:3]3[C:8]([N:9]=[C:10]4[C:15]=2[CH2:14][CH2:13][CH2:12][CH2:11]4)=[CH:7][CH:6]=[CH:5][CH:4]=3)=[CH:26][CH:25]=1)[C:17]1[CH:22]=[CH:21][CH:20]=[CH:19][CH:18]=1. (7) Given the reactants [CH2:1]([O:8][C:9]1[CH:14]=[CH:13][C:12]([C:15]2[CH:19]=[C:18]([CH2:20][OH:21])[O:17][N:16]=2)=[CH:11][CH:10]=1)[C:2]1[CH:7]=[CH:6][CH:5]=[CH:4][CH:3]=1.[C:22](N1C=CN=C1)([N:24]1C=CN=[CH:25]1)=[O:23].CN, predict the reaction product. The product is: [CH2:1]([O:8][C:9]1[CH:14]=[CH:13][C:12]([C:15]2[CH:19]=[C:18]([CH2:20][O:21][C:22](=[O:23])[NH:24][CH3:25])[O:17][N:16]=2)=[CH:11][CH:10]=1)[C:2]1[CH:7]=[CH:6][CH:5]=[CH:4][CH:3]=1. (8) The product is: [NH4+:2].[OH-:22].[CH:18]12[NH:20][CH:15]([CH2:16][CH2:17]1)[CH2:14][N:13]([CH2:12][CH2:11][CH2:10][CH:9]([C:6]1[CH:7]=[CH:8][C:3]([C:1]#[N:2])=[CH:4][CH:5]=1)[O:28][C:29]1[CH:34]=[CH:33][C:32]([O:35][CH3:36])=[C:31]([O:37][CH3:38])[CH:30]=1)[CH2:19]2. Given the reactants [C:1]([C:3]1[CH:8]=[CH:7][C:6]([CH:9]([O:28][C:29]2[CH:34]=[CH:33][C:32]([O:35][CH3:36])=[C:31]([O:37][CH3:38])[CH:30]=2)[CH2:10][CH2:11][CH2:12][N:13]2[CH2:19][CH:18]3[N:20](C(OC(C)(C)C)=[O:22])[CH:15]([CH2:16][CH2:17]3)[CH2:14]2)=[CH:5][CH:4]=1)#[N:2].C(O)(C(F)(F)F)=O.CO, predict the reaction product. (9) The product is: [CH:28]12[CH2:12][CH:31]([CH:32]=[CH:33]1)[CH2:30][CH:29]2[C:8]([OH:10])=[O:9].[CH3:6][C:1](=[CH:2][C:28]1[CH:33]=[CH:32][CH:31]=[CH:30][CH:29]=1)[C:8]([OH:10])=[O:9]. Given the reactants [C:1]12([C:8]([OH:10])=[O:9])CC(C[CH2:6]1)C=[CH:2]2.Cl.[CH3:12]N(C)CCCN=C=NCC.O.ON1[C:29]2[CH:30]=[CH:31][CH:32]=[CH:33][C:28]=2N=N1.C(N(CC)CC)C, predict the reaction product. (10) Given the reactants [C:1]([O:5][C:6]1[N:11]=[C:10]([O:12][C:13]([CH3:16])([CH3:15])[CH3:14])[C:9](B(O)O)=[CH:8][N:7]=1)([CH3:4])([CH3:3])[CH3:2].Br[C:21]1[S:22][CH:23]=[CH:24][C:25]=1[CH3:26].C([O-])([O-])=O.[Na+].[Na+].C1C=CC(P(C2C=CC=CC=2)C2C=CC=CC=2)=CC=1, predict the reaction product. The product is: [C:1]([O:5][C:6]1[N:11]=[C:10]([O:12][C:13]([CH3:16])([CH3:15])[CH3:14])[C:9]([C:21]2[S:22][CH:23]=[CH:24][C:25]=2[CH3:26])=[CH:8][N:7]=1)([CH3:4])([CH3:3])[CH3:2].